Dataset: Forward reaction prediction with 1.9M reactions from USPTO patents (1976-2016). Task: Predict the product of the given reaction. (1) Given the reactants [F:1][C:2]1[CH:10]=[C:9]2[C:5]([C:6]([C:20]3[CH:21]=[C:22]4[C:26](=[CH:27][CH:28]=3)[NH:25][N:24]=[CH:23]4)=[CH:7][N:8]2[S:11]([C:14]2[CH:19]=[CH:18][CH:17]=[CH:16][CH:15]=2)(=[O:13])=[O:12])=[CH:4][CH:3]=1.[CH2:29]([O:31][C:32](=[O:35])[CH:33]=[CH2:34])[CH3:30].C([O-])([O-])=O.[Cs+].[Cs+].O, predict the reaction product. The product is: [F:1][C:2]1[CH:10]=[C:9]2[C:5]([C:6]([C:20]3[CH:21]=[C:22]4[C:26](=[CH:27][CH:28]=3)[N:25]([CH2:34][CH2:33][C:32]([O:31][CH2:29][CH3:30])=[O:35])[N:24]=[CH:23]4)=[CH:7][N:8]2[S:11]([C:14]2[CH:15]=[CH:16][CH:17]=[CH:18][CH:19]=2)(=[O:13])=[O:12])=[CH:4][CH:3]=1. (2) Given the reactants C(C(CCCC)CO)C.[CH2:10]([CH:12]([CH2:15][CH:16]([CH2:21][CH3:22])[CH2:17][CH2:18][CH2:19][CH3:20])[CH2:13][OH:14])[CH3:11].C(=O)CCC.C(C(CCCC)C=O)C, predict the reaction product. The product is: [CH2:10]([C:12](=[CH:15][CH:16]([CH2:21][CH3:22])[CH2:17][CH2:18][CH2:19][CH3:20])[CH:13]=[O:14])[CH3:11]. (3) Given the reactants [CH3:1][O:2][CH2:3][CH2:4][N:5]1[C:9]2[CH:10]=[CH:11][CH:12]=[CH:13][C:8]=2[N:7]=[C:6]1NC1C=CC=CC=1/C=C/C(OC)=O.[NH2:27][OH:28].[OH-].[Na+].[O:31]1[CH2:35][CH2:34][CH2:33][CH2:32]1, predict the reaction product. The product is: [OH:28][NH:27][C:32](=[O:31])/[CH:33]=[CH:34]/[C:35]1[CH:11]=[CH:12][CH:13]=[CH:8][C:9]=1[NH:5][CH2:4][C:6]1[N:5]([CH2:4][CH2:3][O:2][CH3:1])[C:9]2[CH:10]=[CH:11][CH:12]=[CH:13][C:8]=2[N:7]=1. (4) The product is: [C:33]([OH:46])(=[O:45])[CH:34]=[CH2:35].[NH2:3][C:2]([O:27][CH2:26][CH3:21])=[O:1]. Given the reactants [O:1]=[C:2]=[N:3]C1CC(C)(C)CC(C)(CN=C=O)C1.C([C:21]1C=C(C)C=C(C(C)(C)C)[C:26]=1[OH:27])(C)(C)C.[C:33]([O-:46])(=[O:45])[CH2:34][CH2:35]CCCCCCCCC.[C:33]([O-:46])(=[O:45])[CH2:34][CH2:35]CCCCCCCCC.C([Sn+2]CCCC)CCC.C(OCCO)(=O)C=C.CCCCO[C@H](CO)CC, predict the reaction product. (5) Given the reactants [Br:1][C:2]1[CH:3]=[CH:4][C:5]([F:28])=[C:6]([C@:8]23[CH2:16][O:15][C@H:14]([CH2:17][OH:18])[C@H:13]2[CH2:12][S:11][C:10]([NH:19][C:20](=[O:27])[C:21]2[CH:26]=[CH:25][CH:24]=[CH:23][CH:22]=2)=[N:9]3)[CH:7]=1.CS(C)=[O:31].I(C1C=CC=CC=1C(O)=O)(=O)=O.[Cl-].[NH4+], predict the reaction product. The product is: [C:20]([NH:19][C:10]1[S:11][CH2:12][C@@H:13]2[C@@H:14]([C:17]([OH:31])=[O:18])[O:15][CH2:16][C@:8]2([C:6]2[CH:7]=[C:2]([Br:1])[CH:3]=[CH:4][C:5]=2[F:28])[N:9]=1)(=[O:27])[C:21]1[CH:26]=[CH:25][CH:24]=[CH:23][CH:22]=1. (6) Given the reactants [F:1][C:2]([F:52])([F:51])[C:3]1[CH:4]=[C:5]([CH:48]=[CH:49][CH:50]=1)[CH2:6][NH:7][C:8](=[O:47])[C:9]1[CH:14]=[CH:13][N:12]=[C:11]([C:15]2[CH:20]=[C:19]([N:21]3[CH2:26][CH2:25][CH2:24][CH2:23][CH2:22]3)[CH:18]=[CH:17][C:16]=2[NH:27][C:28](=[O:46])[C:29]2[CH:34]=[CH:33][CH:32]=[C:31]([CH2:35][N:36]([CH3:45])[CH2:37][CH2:38][N:39]3[CH2:44][CH2:43][NH:42][CH2:41][CH2:40]3)[CH:30]=2)[CH:10]=1.[C:53]([BH3-])#N.[Na+].C(O)(=O)C, predict the reaction product. The product is: [CH3:45][N:36]([CH2:35][C:31]1[CH:30]=[C:29]([CH:34]=[CH:33][CH:32]=1)[C:28]([NH:27][C:16]1[CH:17]=[CH:18][C:19]([N:21]2[CH2:22][CH2:23][CH2:24][CH2:25][CH2:26]2)=[CH:20][C:15]=1[C:11]1[CH:10]=[C:9]([CH:14]=[CH:13][N:12]=1)[C:8]([NH:7][CH2:6][C:5]1[CH:48]=[CH:49][CH:50]=[C:3]([C:2]([F:1])([F:51])[F:52])[CH:4]=1)=[O:47])=[O:46])[CH2:37][CH2:38][N:39]1[CH2:40][CH2:41][N:42]([CH3:53])[CH2:43][CH2:44]1. (7) Given the reactants [Li]CCCC.[Cl:6][C:7]1[CH:8]=[C:9]([CH3:14])[CH:10]=[C:11]([F:13])[CH:12]=1.[CH:15](N1CCOCC1)=[O:16], predict the reaction product. The product is: [Cl:6][C:7]1[CH:8]=[C:9]([CH3:14])[CH:10]=[C:11]([F:13])[C:12]=1[CH:15]=[O:16].